From a dataset of Reaction yield outcomes from USPTO patents with 853,638 reactions. Predict the reaction yield, written as a fraction of the theoretical maximum amount of product (1.0 means a 100% yield; for example, 0.34 means a 34% yield). (1) The reactants are [Cl:1][C:2]1[CH:3]=[C:4]([OH:11])[CH:5]=[C:6]([F:10])[C:7]=1[CH2:8][OH:9].[CH2:12](Br)[CH2:13][CH3:14]. No catalyst specified. The product is [Cl:1][C:2]1[CH:3]=[C:4]([O:11][CH2:12][CH2:13][CH3:14])[CH:5]=[C:6]([F:10])[C:7]=1[CH2:8][OH:9]. The yield is 0.690. (2) The reactants are [Br:1][C:2]1[CH:3]=[C:4]([OH:12])[C:5](=[CH:10][CH:11]=1)[C:6]([O:8][CH3:9])=[O:7].[CH3:13][N:14]([CH3:18])[C:15](Cl)=[S:16].N12CCN(CC1)CC2.C(OCC)(=O)C. The catalyst is CN(C=O)C.O. The product is [Br:1][C:2]1[CH:11]=[CH:10][C:5]([C:6]([O:8][CH3:9])=[O:7])=[C:4]([O:12][C:15]([N:14]([CH3:18])[CH3:13])=[S:16])[CH:3]=1. The yield is 0.880. (3) The reactants are [Br:1][C:2]1[CH:3]=[CH:4][C:5]([F:19])=[C:6]([CH:8](Cl)[C:9]2[S:10][C:11]3[CH:17]=[CH:16][CH:15]=[CH:14][C:12]=3[CH:13]=2)[CH:7]=1.[BH4-].[Na+].[OH-].[Na+].Cl. The catalyst is O.C1(C)C=CC=CC=1.O1CCOCC1. The product is [Br:1][C:2]1[CH:3]=[CH:4][C:5]([F:19])=[C:6]([CH:7]=1)[CH2:8][C:9]1[S:10][C:11]2[CH:17]=[CH:16][CH:15]=[CH:14][C:12]=2[CH:13]=1. The yield is 0.750. (4) The reactants are [F:1][C:2]1[C:3]([CH3:18])=[N:4][C:5]2[N:6]([N:9]=[C:10]([C:12]3[CH:17]=[CH:16][CH:15]=[CH:14][CH:13]=3)[CH:11]=2)[C:7]=1O.O=P(Cl)(Cl)[Cl:21]. The catalyst is ClCCl. The product is [Cl:21][C:7]1[N:6]2[N:9]=[C:10]([C:12]3[CH:17]=[CH:16][CH:15]=[CH:14][CH:13]=3)[CH:11]=[C:5]2[N:4]=[C:3]([CH3:18])[C:2]=1[F:1]. The yield is 0.890.